From a dataset of Retrosynthesis with 50K atom-mapped reactions and 10 reaction types from USPTO. Predict the reactants needed to synthesize the given product. (1) The reactants are: O=c1[nH]ccc2c([N+](=O)[O-])cccc12. Given the product Nc1cccc2c(=O)[nH]ccc12, predict the reactants needed to synthesize it. (2) Given the product CON(C)C(=O)c1cccc2ccccc12, predict the reactants needed to synthesize it. The reactants are: CNOC.O=C(O)c1cccc2ccccc12.